Dataset: Full USPTO retrosynthesis dataset with 1.9M reactions from patents (1976-2016). Task: Predict the reactants needed to synthesize the given product. (1) Given the product [CH2:18]([O:11][C:10]([C:8]1[CH:7]=[CH:6][C:5]2[N:1]=[CH:2][NH:3][C:4]=2[CH:9]=1)=[O:12])[CH3:19], predict the reactants needed to synthesize it. The reactants are: [N:1]1[C:5]2[CH:6]=[CH:7][C:8]([C:10]([OH:12])=[O:11])=[CH:9][C:4]=2[NH:3][CH:2]=1.OS(O)(=O)=O.[CH3:18][CH2:19]O. (2) Given the product [CH2:48]([N:45]1[CH2:44][CH2:43][N:42]([C:40]([C@@H:38]2[CH2:39][C@H:36]([NH:35][C:34]([C@:18]34[CH2:30][CH2:29][C@@H:28]([C:31]([CH3:33])=[CH2:32])[C@@H:19]3[C@@H:20]3[C@@:15]([CH3:53])([CH2:16][CH2:17]4)[C@@:14]4([CH3:54])[C@@H:23]([C@:24]5([CH3:27])[C@@H:11]([CH2:12][CH2:13]4)[C:10]([CH3:56])([CH3:55])[C@@H:9]([O:8][C:6]([C@@H:5]4[CH2:4][C@H:3]([C:57]([OH:59])=[O:58])[C:2]4([CH3:64])[CH3:1])=[O:7])[CH2:26][CH2:25]5)[CH2:22][CH2:21]3)=[O:52])[C:37]2([CH3:50])[CH3:51])=[O:41])[CH2:47][CH2:46]1)[CH3:49], predict the reactants needed to synthesize it. The reactants are: [CH3:1][C:2]1([CH3:64])[C@H:5]([C:6]([O:8][C@H:9]2[CH2:26][CH2:25][C@@:24]3([CH3:27])[C@@H:11]([CH2:12][CH2:13][C@:14]4([CH3:54])[C@@H:23]3[CH2:22][CH2:21][C@H:20]3[C@@:15]4([CH3:53])[CH2:16][CH2:17][C@@:18]4([C:34](=[O:52])[NH:35][C@H:36]5[CH2:39][C@@H:38]([C:40]([N:42]6[CH2:47][CH2:46][N:45]([CH2:48][CH3:49])[CH2:44][CH2:43]6)=[O:41])[C:37]5([CH3:51])[CH3:50])[CH2:30][CH2:29][C@@H:28]([C:31]([CH3:33])=[CH2:32])[C@@H:19]43)[C:10]2([CH3:56])[CH3:55])=[O:7])[CH2:4][C@@H:3]1[C:57]([O:59]C(C)(C)C)=[O:58].Cl.O1CCOCC1. (3) Given the product [C:8]1([NH:30][CH2:23][C:24]2[CH:29]=[CH:28][CH:27]=[CH:26][CH:25]=2)[CH:13]=[CH:12][CH:11]=[CH:10][CH:9]=1, predict the reactants needed to synthesize it. The reactants are: C([O-])([O-])=O.[K+].[K+].Br[C:8]1[CH:13]=[CH:12][CH:11]=[CH:10][CH:9]=1.CC1C(=O)CCCC1=O.[CH2:23]([NH2:30])[C:24]1[CH:29]=[CH:28][CH:27]=[CH:26][CH:25]=1.C(OCCCCCC)CCCCC.